This data is from Retrosynthesis with 50K atom-mapped reactions and 10 reaction types from USPTO. The task is: Predict the reactants needed to synthesize the given product. (1) Given the product C[C@]12CC[C@H]3[C@@H](CCC4=CC(=O)CC[C@@]43C)[C@@H]1CCC2C(=O)NCCN, predict the reactants needed to synthesize it. The reactants are: CC(C)(C)OC(=O)NCCNC(=O)C1CC[C@H]2[C@@H]3CCC4=CC(=O)CC[C@]4(C)[C@H]3CC[C@]12C. (2) The reactants are: CCOC(=O)C(=O)c1csc(NC=O)n1. Given the product O=CNc1nc(C(=O)C(=O)O)cs1, predict the reactants needed to synthesize it.